From a dataset of Reaction yield outcomes from USPTO patents with 853,638 reactions. Predict the reaction yield, written as a fraction of the theoretical maximum amount of product (1.0 means a 100% yield; for example, 0.34 means a 34% yield). (1) The reactants are [CH3:1][O:2][C:3]1[CH:9]=[CH:8][C:6]([NH2:7])=[C:5]([CH3:10])[CH:4]=1.[C:11]([N:19]=[C:20]=[S:21])(=[O:18])[C:12]1[CH:17]=[CH:16][CH:15]=[CH:14][CH:13]=1. The catalyst is CC(C)=O. The product is [CH3:1][O:2][C:3]1[CH:9]=[CH:8][C:6]([NH:7][C:20]([NH:19][C:11](=[O:18])[C:12]2[CH:13]=[CH:14][CH:15]=[CH:16][CH:17]=2)=[S:21])=[C:5]([CH3:10])[CH:4]=1. The yield is 0.910. (2) The catalyst is C(O)(C)C. The yield is 0.450. The product is [F:40][C:34]1[CH:35]=[C:36]([F:39])[CH:37]=[CH:38][C:33]=1[S:30]([NH:29][C:27]1[CH:28]=[C:23]([C:16]2[N:17]=[C:18]([CH:20]([CH3:21])[CH3:22])[S:19][C:15]=2[C:13]2[CH:12]=[CH:11][N:10]=[C:9]([NH:7][CH2:6][CH2:5][S:2]([CH3:1])(=[O:4])=[O:3])[N:14]=2)[CH:24]=[CH:25][C:26]=1[F:41])(=[O:32])=[O:31]. The reactants are [CH3:1][S:2]([CH2:5][CH2:6][NH2:7])(=[O:4])=[O:3].Cl[C:9]1[N:14]=[C:13]([C:15]2[S:19][C:18]([CH:20]([CH3:22])[CH3:21])=[N:17][C:16]=2[C:23]2[CH:24]=[CH:25][C:26]([F:41])=[C:27]([NH:29][S:30]([C:33]3[CH:38]=[CH:37][C:36]([F:39])=[CH:35][C:34]=3[F:40])(=[O:32])=[O:31])[CH:28]=2)[CH:12]=[CH:11][N:10]=1. (3) The reactants are [NH2:1][C:2]1[CH:11]=[CH:10][CH:9]=[CH:8][C:3]=1[C:4]([NH:6][CH3:7])=[O:5].[Cl:12][C:13]1[N:18]=[C:17](Cl)[C:16]([Cl:20])=[CH:15][N:14]=1.C(=O)([O-])[O-].[K+].[K+].O. The catalyst is CN(C=O)C. The product is [Cl:12][C:13]1[N:18]=[C:17]([NH:1][C:2]2[CH:11]=[CH:10][CH:9]=[CH:8][C:3]=2[C:4]([NH:6][CH3:7])=[O:5])[C:16]([Cl:20])=[CH:15][N:14]=1. The yield is 0.780.